The task is: Binary Classification. Given a T-cell receptor sequence (or CDR3 region) and an epitope sequence, predict whether binding occurs between them.. This data is from TCR-epitope binding with 47,182 pairs between 192 epitopes and 23,139 TCRs. (1) The epitope is LLLGIGILV. The TCR CDR3 sequence is CASSPGGAGELFF. Result: 1 (the TCR binds to the epitope). (2) The epitope is LLLGIGILV. The TCR CDR3 sequence is CAIREVFSGVNTGELFF. Result: 0 (the TCR does not bind to the epitope). (3) The epitope is NLNESLIDL. The TCR CDR3 sequence is CAILQGYEQYF. Result: 1 (the TCR binds to the epitope). (4) The epitope is TPINLVRDL. The TCR CDR3 sequence is CASSQDWGVNTEAFF. Result: 0 (the TCR does not bind to the epitope). (5) The epitope is ATDALMTGY. The TCR CDR3 sequence is CASSLPDINTGELFF. Result: 1 (the TCR binds to the epitope). (6) The epitope is YFPLQSYGF. The TCR CDR3 sequence is CASSTSGTSGGLSTDTQYF. Result: 1 (the TCR binds to the epitope).